This data is from Reaction yield outcomes from USPTO patents with 853,638 reactions. The task is: Predict the reaction yield, written as a fraction of the theoretical maximum amount of product (1.0 means a 100% yield; for example, 0.34 means a 34% yield). (1) The reactants are [Cl:1][C:2]1[CH:7]=[CH:6][C:5]([S:8]([CH2:11][C:12]2[CH:17]=[C:16]([F:18])[CH:15]=[CH:14][C:13]=2[F:19])(=[O:10])=[O:9])=[CH:4][CH:3]=1.[N:20]1[CH:25]=[CH:24][CH:23]=[CH:22][C:21]=1[CH2:26]O.C(C=P(CCCC)(CCCC)CCCC)#N.CCCCCC. The catalyst is C1(C)C=CC=CC=1.C(OCC)(=O)C.CCCCCC. The product is [Cl:1][C:2]1[CH:7]=[CH:6][C:5]([S:8]([CH:11]([C:12]2[CH:17]=[C:16]([F:18])[CH:15]=[CH:14][C:13]=2[F:19])[CH2:26][C:21]2[CH:22]=[CH:23][CH:24]=[CH:25][N:20]=2)(=[O:10])=[O:9])=[CH:4][CH:3]=1. The yield is 0.490. (2) The reactants are [CH3:1][CH2:2][C:3]([C:5]1[CH:10]=[CH:9][C:8]([F:11])=[CH:7][C:6]=1[F:12])=[O:4].CC1CCCCC1.Cl.C([O:26][N:27]=O)CCCC. No catalyst specified. The product is [F:12][C:6]1[CH:7]=[C:8]([F:11])[CH:9]=[CH:10][C:5]=1[C:3](=[O:4])/[C:2](=[N:27]/[OH:26])/[CH3:1]. The yield is 0.886. (3) The reactants are [NH2:1][C:2]1[S:3][C:4]2[C:10]([C:11]3[CH:16]=[CH:15][CH:14]=[CH:13][CH:12]=3)=[CH:9][C:8]([O:17][CH3:18])=[CH:7][C:5]=2[N:6]=1.C(N(CC)CC)C.[CH3:26][C:27]1[S:31][C:30]([C:32](Cl)=[O:33])=[CH:29][CH:28]=1.[OH-].[Na+]. The catalyst is ClCCl. The product is [CH3:18][O:17][C:8]1[CH:9]=[C:10]([C:11]2[CH:16]=[CH:15][CH:14]=[CH:13][CH:12]=2)[C:4]2[S:3][C:2]([NH:1][C:32]([C:30]3[S:31][C:27]([CH3:26])=[CH:28][CH:29]=3)=[O:33])=[N:6][C:5]=2[CH:7]=1. The yield is 0.0500. (4) The reactants are [Cl:1][CH2:2][C:3]1([CH3:9])[CH2:7][O:6][C:5](=[O:8])[NH:4]1.[Br:10]Br. The catalyst is [OH-].[Na+]. The product is [Br:10][N:4]1[C:3]([CH2:2][Cl:1])([CH3:9])[CH2:7][O:6][C:5]1=[O:8]. The yield is 0.560. (5) The reactants are [F:1][C:2]1[CH:3]=[C:4]([CH:6]=[CH:7][C:8]=1[N:9]1[CH:13]=[N:12][C:11]([CH3:14])=[N:10]1)[NH2:5].[C:15](N1C=CC=CC1=O)([N:17]1C=CC=CC1=O)=[S:16].N. The catalyst is ClCCl. The product is [F:1][C:2]1[CH:3]=[C:4]([NH:5][C:15]([NH2:17])=[S:16])[CH:6]=[CH:7][C:8]=1[N:9]1[CH:13]=[N:12][C:11]([CH3:14])=[N:10]1. The yield is 0.840. (6) The catalyst is C1COCC1.[Pd].[Pd].C(=CC(C=CC1C=CC=CC=1)=O)C1C=CC=CC=1.C(=CC(C=CC1C=CC=CC=1)=O)C1C=CC=CC=1.C(=CC(C=CC1C=CC=CC=1)=O)C1C=CC=CC=1. The yield is 0.170. The product is [OH:1][C:2]1[CH:11]=[C:10]([N:27]2[CH2:32][CH2:31][CH2:30][CH2:29][CH2:28]2)[CH:9]=[C:8]2[C:3]=1[C:4](=[O:26])[CH:5]=[C:6]([C:20]1[CH:25]=[CH:24][CH:23]=[CH:22][CH:21]=1)[O:7]2. The reactants are [OH:1][C:2]1[CH:11]=[C:10](OS(C(F)(F)F)(=O)=O)[CH:9]=[C:8]2[C:3]=1[C:4](=[O:26])[CH:5]=[C:6]([C:20]1[CH:25]=[CH:24][CH:23]=[CH:22][CH:21]=1)[O:7]2.[NH:27]1[CH2:32][CH2:31][CH2:30][CH2:29][CH2:28]1.C1(C2C=CC=CC=2)C=CC=CC=1P(C(C)(C)C)C(C)(C)C.P([O-])([O-])([O-])=O.[K+].[K+].[K+]. (7) The reactants are [NH:1]1[CH2:6][CH2:5][CH2:4][CH2:3][C@@H:2]1[C:7]([OH:9])=[O:8].S(Cl)(Cl)=O.[CH3:14]O. No catalyst specified. The product is [NH:1]1[CH2:6][CH2:5][CH2:4][CH2:3][C@@H:2]1[C:7]([O:9][CH3:14])=[O:8]. The yield is 0.920. (8) The reactants are C(O)(=O)C.[F:5][C:6]([F:34])([F:33])[C:7]1[N:11]2[N:12]=[C:13]([N:16]3[CH2:21][CH2:20][CH:19]([C:22]4[CH:32]=[CH:31][C:25]([O:26][CH2:27][C:28](=O)[CH3:29])=[CH:24][CH:23]=4)[CH2:18][CH2:17]3)[CH2:14][CH2:15][C:10]2=[N:9][N:8]=1.[C:35]([N:38]1[CH2:43][CH2:42][NH:41][CH2:40][CH2:39]1)(=[O:37])[CH3:36].[O-]S([O-])(=O)=O.[Mg+2].C(O[BH-](OC(=O)C)OC(=O)C)(=O)C.[Na+]. The catalyst is C1COCC1. The product is [C:35]([N:38]1[CH2:43][CH2:42][N:41]([CH:28]([CH3:29])[CH2:27][O:26][C:25]2[CH:24]=[CH:23][C:22]([CH:19]3[CH2:20][CH2:21][N:16]([C:13]4[CH2:14][CH2:15][C:10]5[N:11]([C:7]([C:6]([F:34])([F:33])[F:5])=[N:8][N:9]=5)[N:12]=4)[CH2:17][CH2:18]3)=[CH:32][CH:31]=2)[CH2:40][CH2:39]1)(=[O:37])[CH3:36]. The yield is 0.264. (9) The product is [NH2:19][C:20]1[N:36]=[C:35]([CH2:37][O:38][CH3:39])[CH:34]=[CH:33][C:21]=1[C:22]([NH:24][CH2:25][C:26]1[CH:31]=[CH:30][C:29](/[CH:5]=[CH:4]\[O:3][CH2:1][CH3:2])=[CH:28][CH:27]=1)=[O:23]. The yield is 0.350. The reactants are [CH2:1]([O:3][CH:4]=[CH:5][Sn](CCCC)(CCCC)CCCC)[CH3:2].[NH2:19][C:20]1[N:36]=[C:35]([CH2:37][O:38][CH3:39])[CH:34]=[CH:33][C:21]=1[C:22]([NH:24][CH2:25][C:26]1[CH:31]=[CH:30][C:29](Br)=[CH:28][CH:27]=1)=[O:23].C1(C)C=CC=CC=1P(C1C=CC=CC=1C)C1C=CC=CC=1C.[F-].[K+]. The catalyst is [Cl-].C([N+](CCCC)(CCCC)CCCC)CCC.C([O-])(=O)C.[Pd+2].C([O-])(=O)C.CN1CCCC1=O.